Dataset: Forward reaction prediction with 1.9M reactions from USPTO patents (1976-2016). Task: Predict the product of the given reaction. (1) Given the reactants Br[C:2]1[CH:3]=[C:4]2[C:9](=[CH:10][CH:11]=1)[N:8]([C:12](=[O:14])[CH3:13])[C@@H:7]([CH3:15])[CH2:6][NH:5]2.[CH3:16][S:17]([C:20]1[CH:25]=[CH:24][C:23](B(O)O)=[CH:22][CH:21]=1)(=[O:19])=[O:18].CC(C1C=C(C(C)C)C(C2C=CC=CC=2P(C2CCCCC2)C2CCCCC2)=C(C(C)C)C=1)C.C(=O)([O-])[O-].[Cs+].[Cs+], predict the reaction product. The product is: [CH3:15][C@H:7]1[CH2:6][NH:5][C:4]2[C:9](=[CH:10][CH:11]=[C:2]([C:23]3[CH:24]=[CH:25][C:20]([S:17]([CH3:16])(=[O:19])=[O:18])=[CH:21][CH:22]=3)[CH:3]=2)[N:8]1[C:12](=[O:14])[CH3:13]. (2) Given the reactants [Br:1][C:2]1[C:3](Cl)=[N:4][C:5]([Cl:8])=[N:6][CH:7]=1.[NH2:10][C:11]1([CH2:16][NH:17][C:18](=[O:24])[O:19][C:20]([CH3:23])([CH3:22])[CH3:21])[CH2:15][CH2:14][CH2:13][CH2:12]1.BrC1C(NCCNC(=O)OC(C)(C)C)=NC(Cl)=NC=1, predict the reaction product. The product is: [Br:1][C:2]1[C:3]([NH:10][C:11]2([CH2:16][NH:17][C:18](=[O:24])[O:19][C:20]([CH3:22])([CH3:21])[CH3:23])[CH2:12][CH2:13][CH2:14][CH2:15]2)=[N:4][C:5]([Cl:8])=[N:6][CH:7]=1. (3) Given the reactants [Cl:1][C:2]1[CH:3]=[C:4]([CH:10]([CH3:14])[C:11]([OH:13])=O)[CH:5]=[CH:6][C:7]=1[C:8]#[N:9].[N:15]1([C:20]2[C:25]([CH2:26][NH2:27])=[CH:24][CH:23]=[C:22]([C:28]([F:31])([F:30])[F:29])[N:21]=2)[CH2:19][CH2:18][CH2:17][CH2:16]1.CN(C)CCCN=C=NCC.ON1C2C=CC=CC=2N=N1.C(N(CC)CC)C, predict the reaction product. The product is: [Cl:1][C:2]1[CH:3]=[C:4]([CH:10]([CH3:14])[C:11]([NH:27][CH2:26][C:25]2[C:20]([N:15]3[CH2:19][CH2:18][CH2:17][CH2:16]3)=[N:21][C:22]([C:28]([F:31])([F:29])[F:30])=[CH:23][CH:24]=2)=[O:13])[CH:5]=[CH:6][C:7]=1[C:8]#[N:9]. (4) Given the reactants [N+:1]([C:4]1[C:12]2[NH:11][CH:10]([C:13]3[CH:18]=[CH:17][CH:16]=[CH:15][CH:14]=3)[NH:9][C:8]=2[CH:7]=[CH:6][CH:5]=1)([O-:3])=[O:2].O, predict the reaction product. The product is: [N+:1]([C:4]1[C:12]2[NH:11][C:10]([C:13]3[CH:14]=[CH:15][CH:16]=[CH:17][CH:18]=3)=[N:9][C:8]=2[CH:7]=[CH:6][CH:5]=1)([O-:3])=[O:2]. (5) Given the reactants [N+:1]([C:4]1[N:5]([CH2:9][C:10]2[N:11]=[N:12][N:13]([CH2:15][CH2:16][OH:17])[CH:14]=2)[CH:6]=[CH:7][N:8]=1)([O-:3])=[O:2].[O:18](S(C1C=CC(C)=CC=1)(=O)=O)[S:19]([C:22]1[CH:28]=[CH:27][C:25]([CH3:26])=[CH:24][CH:23]=1)(=O)=[O:20], predict the reaction product. The product is: [CH3:26][C:25]1[CH:27]=[CH:28][C:22]([S:19]([O:17][CH2:16][CH2:15][N:13]2[CH:14]=[C:10]([CH2:9][N:5]3[CH:6]=[CH:7][N:8]=[C:4]3[N+:1]([O-:3])=[O:2])[N:11]=[N:12]2)(=[O:20])=[O:18])=[CH:23][CH:24]=1. (6) Given the reactants [C:1]([NH:5][S:6]([C:9]1[CH:17]=[C:16]2[C:12]([C:13]([CH:19]3[CH2:24][CH2:23][CH2:22][CH2:21][CH2:20]3)=[C:14](Br)[NH:15]2)=[CH:11][CH:10]=1)(=[O:8])=[O:7])([CH3:4])([CH3:3])[CH3:2].CC1(C)C(C)(C)OB([C:33]2[CH:38]=[CH:37][C:36]([CH3:39])=[CH:35][C:34]=2[NH2:40])O1.C(=O)([O-])O.[Na+], predict the reaction product. The product is: [C:1]([NH:5][S:6]([C:9]1[CH:17]=[C:16]2[C:12]([C:13]([CH:19]3[CH2:24][CH2:23][CH2:22][CH2:21][CH2:20]3)=[C:14]([C:33]3[CH:38]=[CH:37][C:36]([CH3:39])=[CH:35][C:34]=3[NH2:40])[NH:15]2)=[CH:11][CH:10]=1)(=[O:8])=[O:7])([CH3:4])([CH3:3])[CH3:2].